This data is from Forward reaction prediction with 1.9M reactions from USPTO patents (1976-2016). The task is: Predict the product of the given reaction. Given the reactants [NH2:1][C:2]1[CH:3]=[C:4]([CH:15]=[CH:16][CH:17]=1)[C:5]([NH:7][C:8]1[CH:13]=[CH:12][C:11]([Br:14])=[CH:10][N:9]=1)=[O:6].[F:18][C:19]([F:30])([F:29])[C:20]1[CH:28]=[CH:27][CH:26]=[CH:25][C:21]=1[C:22](Cl)=O.CCN(C(C)C)C(C)C, predict the reaction product. The product is: [F:18][C:19]([F:29])([F:30])[C:20]1[CH:28]=[CH:27][CH:26]=[CH:25][C:21]=1[CH2:22][NH:1][C:2]1[CH:3]=[C:4]([CH:15]=[CH:16][CH:17]=1)[C:5]([NH:7][C:8]1[CH:13]=[CH:12][C:11]([Br:14])=[CH:10][N:9]=1)=[O:6].